Dataset: Catalyst prediction with 721,799 reactions and 888 catalyst types from USPTO. Task: Predict which catalyst facilitates the given reaction. (1) Reactant: [CH2:1]([O:8][C:9]([N:11]1[CH:15]([C:16]([OH:18])=O)[CH2:14][S:13][C@@H:12]1[C:19]1[CH:24]=[CH:23][CH:22]=[CH:21][C:20]=1[F:25])=[O:10])[C:2]1[CH:7]=[CH:6][CH:5]=[CH:4][CH:3]=1.CCN(C(C)C)C(C)C.CN(C(ON1N=NC2C=CC=NC1=2)=[N+](C)C)C.F[P-](F)(F)(F)(F)F.[NH2:59][C:60]1[S:61][CH:62]=[C:63]([C:65]2[CH:76]=[CH:75][C:68]([C:69]([NH:71][CH:72]3[CH2:74][CH2:73]3)=[O:70])=[CH:67][CH:66]=2)[N:64]=1. Product: [CH2:1]([O:8][C:9]([N:11]1[CH:15]([C:16](=[O:18])[NH:59][C:60]2[S:61][CH:62]=[C:63]([C:65]3[CH:66]=[CH:67][C:68]([C:69](=[O:70])[NH:71][CH:72]4[CH2:74][CH2:73]4)=[CH:75][CH:76]=3)[N:64]=2)[CH2:14][S:13][C@@H:12]1[C:19]1[CH:24]=[CH:23][CH:22]=[CH:21][C:20]=1[F:25])=[O:10])[C:2]1[CH:7]=[CH:6][CH:5]=[CH:4][CH:3]=1. The catalyst class is: 3. (2) Product: [NH2:27][C:18]1[C:17]2=[N:16][N:15]([CH2:28][CH2:29][O:30][CH3:31])[C:14]([CH2:13][C:12]([NH:11][C:2](=[O:9])[C:3]3[CH:8]=[CH:7][CH:6]=[N:5][CH:4]=3)([CH3:33])[CH3:32])=[C:26]2[C:25]2[CH:24]=[CH:23][CH:22]=[CH:21][C:20]=2[N:19]=1. The catalyst class is: 13. Reactant: Cl.[C:2](Cl)(=[O:9])[C:3]1[CH:8]=[CH:7][CH:6]=[N:5][CH:4]=1.[NH2:11][C:12]([CH3:33])([CH3:32])[CH2:13][C:14]1[N:15]([CH2:28][CH2:29][O:30][CH3:31])[N:16]=[C:17]2[C:26]=1[C:25]1[CH:24]=[CH:23][CH:22]=[CH:21][C:20]=1[N:19]=[C:18]2[NH2:27].